This data is from Full USPTO retrosynthesis dataset with 1.9M reactions from patents (1976-2016). The task is: Predict the reactants needed to synthesize the given product. (1) Given the product [Cl:1][C:2]1[CH:3]=[CH:4][CH:5]=[C:6]([O:8][CH2:20][CH2:19][C:13]2[CH:14]=[CH:15][C:16]([O:17][CH3:18])=[C:11]([O:10][CH3:9])[CH:12]=2)[N:7]=1, predict the reactants needed to synthesize it. The reactants are: [Cl:1][C:2]1[N:7]=[C:6]([OH:8])[CH:5]=[CH:4][CH:3]=1.[CH3:9][O:10][C:11]1[CH:12]=[C:13]([CH2:19][CH2:20]O)[CH:14]=[CH:15][C:16]=1[O:17][CH3:18].C1(P(C2C=CC=CC=2)C2C=CC=CC=2)C=CC=CC=1.N(C(OCC)=O)=NC(OCC)=O. (2) Given the product [CH2:31]([CH:30]([N:29]1[C:2]2[C:11]3[CH:10]=[CH:9][CH:8]=[C:7]([I:12])[C:6]=3[N:5]=[C:4]([CH3:13])[C:3]=2[CH2:14][CH2:15]1)[CH2:33][CH3:34])[CH3:32], predict the reactants needed to synthesize it. The reactants are: Cl[C:2]1[C:11]2[C:6](=[C:7]([I:12])[CH:8]=[CH:9][CH:10]=2)[N:5]=[C:4]([CH3:13])[C:3]=1[CH2:14][CH2:15]Cl.C1(C)C=CC(S(O)(=O)=O)=CC=1.O.[NH2:29][CH:30]([CH2:33][CH3:34])[CH2:31][CH3:32].